This data is from Full USPTO retrosynthesis dataset with 1.9M reactions from patents (1976-2016). The task is: Predict the reactants needed to synthesize the given product. Given the product [Cl:8][C:6]1[CH:5]=[CH:4][N:3]=[C:2]([C:15]2[CH:14]=[CH:13][C:12]([O:11][C:10]([F:9])([F:21])[F:22])=[CH:17][CH:16]=2)[N:7]=1, predict the reactants needed to synthesize it. The reactants are: Cl[C:2]1[N:7]=[C:6]([Cl:8])[CH:5]=[CH:4][N:3]=1.[F:9][C:10]([F:22])([F:21])[O:11][C:12]1[CH:17]=[CH:16][C:15](B(O)O)=[CH:14][CH:13]=1.